Dataset: Forward reaction prediction with 1.9M reactions from USPTO patents (1976-2016). Task: Predict the product of the given reaction. (1) Given the reactants [CH2:1]([C:3]1[C:7]2[CH:8]=[CH:9][CH:10]=[CH:11][C:6]=2[O:5][C:4]=1[CH:12]=[O:13])[CH3:2].O1CCCC1.[CH2:19]([Mg]Br)[CH:20]([CH3:22])[CH3:21].[Cl-].[NH4+], predict the reaction product. The product is: [CH2:1]([C:3]1[C:7]2[CH:8]=[CH:9][CH:10]=[CH:11][C:6]=2[O:5][C:4]=1[CH:12]([OH:13])[CH2:19][CH:20]([CH3:22])[CH3:21])[CH3:2]. (2) Given the reactants [CH3:1][C:2]1[N:3]=[C:4]2[CH:9]=[C:8]([C:10]#[C:11][Si](C)(C)C)[CH:7]=[CH:6][N:5]2[C:16]=1[CH2:17][C:18]1[CH:37]=[CH:36][C:21]2/[C:22](=[C:32](/[CH3:35])\[C:33]#[N:34])/[C:23]3[CH:30]=[CH:29][C:28]([F:31])=[CH:27][C:24]=3[O:25][CH2:26][C:20]=2[CH:19]=1.O, predict the reaction product. The product is: [C:10]([C:8]1[CH:7]=[CH:6][N:5]2[C:16]([CH2:17][C:18]3[CH:37]=[CH:36][C:21]4/[C:22](=[C:32](/[CH3:35])\[C:33]#[N:34])/[C:23]5[CH:30]=[CH:29][C:28]([F:31])=[CH:27][C:24]=5[O:25][CH2:26][C:20]=4[CH:19]=3)=[C:2]([CH3:1])[N:3]=[C:4]2[CH:9]=1)#[CH:11]. (3) Given the reactants C(OC(=O)[N:7]([CH2:22][CH2:23][CH2:24][N:25](C(OC(C)(C)C)=O)[CH2:26][CH2:27][CH2:28][CH2:29][N:30](C(OC(C)(C)C)=O)[CH2:31][CH2:32][CH:33]([NH2:41])C(OC(C)(C)C)=O)[CH2:8][CH2:9][CH2:10][NH:11][C:12]([C:14]1[CH:15]=[N:16][C:17]([NH:20][NH2:21])=[CH:18][CH:19]=1)=[O:13])(C)(C)C.C(#N)C, predict the reaction product. The product is: [NH2:41][CH2:33][CH2:32][CH2:31][NH:30][CH2:29][CH2:28][CH2:27][CH2:26][NH:25][CH2:24][CH2:23][CH2:22][NH:7][CH2:8][CH2:9][CH2:10][NH:11][C:12](=[O:13])[C:14]1[CH:19]=[CH:18][C:17]([NH:20][NH2:21])=[N:16][CH:15]=1. (4) Given the reactants [CH:1]1([N:4]([CH3:51])[CH2:5]/[CH:6]=[CH:7]/[C:8]([N:10]([C:12]2[CH:17]=[CH:16][CH:15]=[C:14]([NH:18][C:19]3[C:27]4[C:22](=[N:23][CH:24]=[CH:25][C:26]=4[O:28][C:29]4[CH:34]=[CH:33][C:32]([O:35][C:36]5[CH:41]=[CH:40][CH:39]=[CH:38][CH:37]=5)=[CH:31][CH:30]=4)[N:21](CC4C=CC(OC)=CC=4)[N:20]=3)[CH:13]=2)[CH3:11])=[O:9])[CH2:3][CH2:2]1.C(O)(C(F)(F)F)=O, predict the reaction product. The product is: [CH:1]1([N:4]([CH3:51])[CH2:5]/[CH:6]=[CH:7]/[C:8]([N:10]([CH3:11])[C:12]2[CH:17]=[CH:16][CH:15]=[C:14]([NH:18][C:19]3[C:27]4[C:22](=[N:23][CH:24]=[CH:25][C:26]=4[O:28][C:29]4[CH:30]=[CH:31][C:32]([O:35][C:36]5[CH:37]=[CH:38][CH:39]=[CH:40][CH:41]=5)=[CH:33][CH:34]=4)[NH:21][N:20]=3)[CH:13]=2)=[O:9])[CH2:2][CH2:3]1.